The task is: Predict the product of the given reaction.. This data is from Forward reaction prediction with 1.9M reactions from USPTO patents (1976-2016). (1) Given the reactants Br[C:2]1[CH:10]=[C:9]2[C:5]([CH:6]=[CH:7][NH:8]2)=[CH:4][CH:3]=1.C([Li])(C)(C)C.[F:16][C:17]1[CH:28]=[CH:27][C:20]([C:21](N(OC)C)=[O:22])=[CH:19][C:18]=1[S:29](=[O:32])(=[O:31])[NH2:30], predict the reaction product. The product is: [F:16][C:17]1[CH:28]=[CH:27][C:20]([C:21]([C:2]2[CH:10]=[C:9]3[C:5]([CH:6]=[CH:7][NH:8]3)=[CH:4][CH:3]=2)=[O:22])=[CH:19][C:18]=1[S:29]([NH2:30])(=[O:32])=[O:31]. (2) Given the reactants [CH:1]([C@@H:4]1[N:9]2[C:10]3[C:19]4[C:14](=[CH:15][CH:16]=[CH:17][CH:18]=4)[N+:13]([O-])=[CH:12][C:11]=3[N:21]=[C:8]2[CH2:7][O:6][CH2:5]1)([CH3:3])[CH3:2].[OH-].[NH4+:23].C1(C)C=CC(S(Cl)(=O)=O)=CC=1, predict the reaction product. The product is: [CH:1]([C@@H:4]1[N:9]2[C:10]3[C:19]4[C:14](=[CH:15][CH:16]=[CH:17][CH:18]=4)[N:13]=[C:12]([NH2:23])[C:11]=3[N:21]=[C:8]2[CH2:7][O:6][CH2:5]1)([CH3:3])[CH3:2].